Dataset: Catalyst prediction with 721,799 reactions and 888 catalyst types from USPTO. Task: Predict which catalyst facilitates the given reaction. (1) Reactant: [F:1][CH:2]1[CH2:7][CH2:6][N:5]([CH2:8][CH2:9][O:10][C:11]2[CH:16]=[CH:15][C:14]([NH2:17])=[CH:13][C:12]=2[C:18]2[N:19]([CH3:23])[N:20]=[CH:21][CH:22]=2)[CH2:4][CH2:3]1.[F:24][C:25]1[CH:33]=[CH:32][C:28]([C:29](Cl)=[O:30])=[CH:27][C:26]=1[Cl:34].C(N(CC)CC)C. Product: [Cl:34][C:26]1[CH:27]=[C:28]([CH:32]=[CH:33][C:25]=1[F:24])[C:29]([NH:17][C:14]1[CH:15]=[CH:16][C:11]([O:10][CH2:9][CH2:8][N:5]2[CH2:6][CH2:7][CH:2]([F:1])[CH2:3][CH2:4]2)=[C:12]([C:18]2[N:19]([CH3:23])[N:20]=[CH:21][CH:22]=2)[CH:13]=1)=[O:30]. The catalyst class is: 1. (2) Reactant: [CH3:1][C:2]1[C:7]([CH3:8])=[CH:6][CH:5]=[CH:4][C:3]=1[OH:9].C(=O)([O-])[O-].[K+].[K+].Br[CH2:17][C:18]([O:20][CH2:21][CH3:22])=[O:19]. Product: [CH3:1][C:2]1[C:7]([CH3:8])=[CH:6][CH:5]=[CH:4][C:3]=1[O:9][CH2:17][C:18]([O:20][CH2:21][CH3:22])=[O:19]. The catalyst class is: 9.